Dataset: Full USPTO retrosynthesis dataset with 1.9M reactions from patents (1976-2016). Task: Predict the reactants needed to synthesize the given product. (1) The reactants are: [CH3:1][O:2][CH2:3][CH2:4][NH:5][C:6]1[CH:11]=[CH:10][C:9]([N+:12]([O-:14])=[O:13])=[CH:8][CH:7]=1.[CH:15]1(Br)[CH2:17][CH2:16]1.C(=O)([O-])[O-].[K+].[K+]. Given the product [CH:15]1([N:5]([CH2:4][CH2:3][O:2][CH3:1])[C:6]2[CH:11]=[CH:10][C:9]([N+:12]([O-:14])=[O:13])=[CH:8][CH:7]=2)[CH2:17][CH2:16]1, predict the reactants needed to synthesize it. (2) Given the product [Br:9][C:10]1[CH:11]=[CH:12][C:13]([CH2:16][Br:1])=[CH:14][C:19]=1[Cl:20], predict the reactants needed to synthesize it. The reactants are: [Br:1]N1C(=O)CCC1=O.[Br:9][C:10]1C=[CH:14][C:13]([CH3:16])=[C:12](Cl)[CH:11]=1.Cl[CH2:19][Cl:20]. (3) Given the product [NH2:21][C:19]1[CH:18]=[CH:17][C:3]([O:4][C:5]2[C:10]3[CH:11]=[C:12]([C:14]#[N:16])[O:13][C:9]=3[CH:8]=[CH:7][CH:6]=2)=[C:2]([Cl:1])[CH:20]=1, predict the reactants needed to synthesize it. The reactants are: [Cl:1][C:2]1[CH:20]=[C:19]([N+:21]([O-])=O)[CH:18]=[CH:17][C:3]=1[O:4][C:5]1[C:10]2[CH:11]=[C:12]([C:14]([NH2:16])=O)[O:13][C:9]=2[CH:8]=[CH:7][CH:6]=1.O.C(=O)([O-])O.[Na+]. (4) Given the product [F:12][C:10]1[N:9]=[C:8]([NH2:13])[CH:7]=[C:6]([CH2:5][S:2][CH3:1])[CH:11]=1, predict the reactants needed to synthesize it. The reactants are: [CH3:1][S-:2].[Na+].Cl[CH2:5][C:6]1[CH:11]=[C:10]([F:12])[N:9]=[C:8]([NH2:13])[CH:7]=1. (5) Given the product [C:7]([CH:9]([CH:16]1[CH2:21][CH2:20][CH2:19][CH2:18][CH2:17]1)[C:10]([O:12][CH2:13][CH3:14])=[O:11])#[N:8], predict the reactants needed to synthesize it. The reactants are: CC([O-])(C)C.[K+].[C:7]([CH2:9][C:10]([O:12][CH2:13][CH3:14])=[O:11])#[N:8].Br[CH:16]1[CH2:21][CH2:20][CH2:19][CH2:18][CH2:17]1. (6) Given the product [OH:2][C:3]1[CH:20]=[CH:19][C:6]([C:7]([NH:9][C:10]2[CH:11]=[C:12]([B:16]([OH:18])[OH:17])[CH:13]=[N:14][CH:15]=2)=[O:8])=[CH:5][CH:4]=1, predict the reactants needed to synthesize it. The reactants are: C[O:2][C:3]1[CH:20]=[CH:19][C:6]([C:7]([NH:9][C:10]2[CH:11]=[C:12]([B:16]([OH:18])[OH:17])[CH:13]=[N:14][CH:15]=2)=[O:8])=[CH:5][CH:4]=1.B(Br)(Br)Br. (7) Given the product [C:33]([O:36][C@H:37]1[C@@H:42]([O:43][C:44](=[O:46])[CH3:45])[C@H:41]([O:47][C:48](=[O:50])[CH3:49])[C@@H:40]([CH2:51][O:52][C:53](=[O:55])[CH3:54])[O:39][C@@H:38]1[O:56][C@H:57]1[C@H:62]([O:63][C:64](=[O:66])[CH3:65])[C@@H:61]([CH2:67][O:68][C:69](=[O:71])[CH3:70])[O:60][C@H:59]([O:72][C@H:73]2[C@@H:85]([O:86][C:87](=[O:89])[CH3:88])[C@H:84]([O:90][C:91](=[O:93])[CH3:92])[C@@H:83]([CH2:94][O:95][C:96](=[O:98])[CH3:97])[O:82][C@@H:74]2[O:75][CH2:76][CH2:77][CH2:78][N:79]2[CH:3]=[C:2]([CH2:1][O:4][CH:5]3[CH2:30][CH2:29][C@@:28]4([CH3:31])[CH:7]([CH2:8][CH2:9][C@@H:10]5[C@@H:27]4[CH2:26][CH2:25][C@@:24]4([CH3:32])[C@H:11]5[CH2:12][CH2:13][C@@H:14]4[C@H:15]([CH3:23])[CH2:16][CH2:17][CH2:18][CH:19]([CH3:20])[CH3:22])[CH2:6]3)[N:81]=[N:80]2)[C@H:58]1[O:99][C:100](=[O:102])[CH3:101])(=[O:35])[CH3:34], predict the reactants needed to synthesize it. The reactants are: [CH2:1]([O:4][C@H:5]1[CH2:30][CH2:29][C@@:28]2([CH3:31])[CH:7]([CH2:8][CH2:9][C@@H:10]3[C@@H:27]2[CH2:26][CH2:25][C@@:24]2([CH3:32])[C@H:11]3[CH2:12][CH2:13][C@@H:14]2[C@H:15]([CH3:23])[CH2:16][CH2:17][CH2:18][CH:19]([CH3:22])[CH2:20]O)[CH2:6]1)[C:2]#[CH:3].[C:33]([O:36][C@H:37]1[C@@H:42]([O:43][C:44](=[O:46])[CH3:45])[C@H:41]([O:47][C:48](=[O:50])[CH3:49])[C@@H:40]([CH2:51][O:52][C:53](=[O:55])[CH3:54])[O:39][C@@H:38]1[O:56][C@H:57]1[C@H:62]([O:63][C:64](=[O:66])[CH3:65])[C@@H:61]([CH2:67][O:68][C:69](=[O:71])[CH3:70])[O:60][C@H:59]([O:72][C@H:73]2[C@@H:85]([O:86][C:87](=[O:89])[CH3:88])[C@H:84]([O:90][C:91](=[O:93])[CH3:92])[C@@H:83]([CH2:94][O:95][C:96](=[O:98])[CH3:97])[O:82][C@@H:74]2[O:75][CH2:76][CH2:77][CH2:78][N:79]=[N+:80]=[N-:81])[C@H:58]1[O:99][C:100](=[O:102])[CH3:101])(=[O:35])[CH3:34].O=C1O[C@H]([C@H](CO)O)C([O-])=C1O.[Na+].[N-]=[N+]=[N-].